Dataset: Forward reaction prediction with 1.9M reactions from USPTO patents (1976-2016). Task: Predict the product of the given reaction. (1) Given the reactants [F:1][C:2]([F:26])([F:25])[C:3]1[CH:4]=[C:5]([CH:22]=[CH:23][CH:24]=1)[C:6]([NH:8][C:9]1[S:10][C:11]2[C:17]([C:18]([F:21])([F:20])[F:19])=[CH:16][CH:15]=[CH:14][C:12]=2[N:13]=1)=[O:7].C(=O)([O-])[O-].[K+].[K+].Br[CH2:34][C:35]([O:37][CH2:38][CH3:39])=[O:36], predict the reaction product. The product is: [F:21][C:18]([F:19])([F:20])[C:17]1[C:11]2[S:10][C:9](=[N:8][C:6](=[O:7])[C:5]3[CH:22]=[CH:23][CH:24]=[C:3]([C:2]([F:1])([F:25])[F:26])[CH:4]=3)[N:13]([CH2:34][C:35]([O:37][CH2:38][CH3:39])=[O:36])[C:12]=2[CH:14]=[CH:15][CH:16]=1. (2) Given the reactants C([O:4][CH2:5][C:6]([CH3:47])([CH3:46])[CH2:7][N:8]1[C:14]2[CH:15]=[CH:16][C:17]([Cl:19])=[CH:18][C:13]=2[C@@H:12]([C:20]2[CH:25]=[CH:24][CH:23]=[C:22]([O:26][CH3:27])[C:21]=2[O:28][CH3:29])[O:11][C@H:10]([CH2:30][C:31]([NH:33][C:34]2[CH:35]=[C:36]([CH:41]=[CH:42][C:43]=2[CH3:44])[C:37]([O:39]C)=[O:38])=[O:32])[C:9]1=[O:45])(=O)C.[OH-].[Na+].C(O)C, predict the reaction product. The product is: [Cl:19][C:17]1[CH:16]=[CH:15][C:14]2[N:8]([CH2:7][C:6]([CH3:46])([CH3:47])[CH2:5][OH:4])[C:9](=[O:45])[C@@H:10]([CH2:30][C:31]([NH:33][C:34]3[CH:35]=[C:36]([CH:41]=[CH:42][C:43]=3[CH3:44])[C:37]([OH:39])=[O:38])=[O:32])[O:11][C@H:12]([C:20]3[CH:25]=[CH:24][CH:23]=[C:22]([O:26][CH3:27])[C:21]=3[O:28][CH3:29])[C:13]=2[CH:18]=1. (3) Given the reactants FC(F)(F)C1C=C(NC(=O)NC2C=CC(C3SC(CCC(OC)=O)=NC=3)=CC=2)C=CC=1.[NH2:32][C:33]1[CH:38]=[CH:37][C:36]([C:39]2[S:43][C:42]([CH2:44][CH2:45][NH:46][S:47]([C:50]([F:53])([F:52])[F:51])(=[O:49])=[O:48])=[N:41][CH:40]=2)=[CH:35][CH:34]=1.[F:54][C:55]1[CH:60]=[CH:59][CH:58]=[CH:57][C:56]=1[N:61]=[C:62]=[S:63], predict the reaction product. The product is: [F:53][C:50]([F:51])([F:52])[S:47]([NH:46][CH2:45][CH2:44][C:42]1[S:43][C:39]([C:36]2[CH:35]=[CH:34][C:33]([NH:32][C:62]([NH:61][C:56]3[CH:57]=[CH:58][CH:59]=[CH:60][C:55]=3[F:54])=[S:63])=[CH:38][CH:37]=2)=[CH:40][N:41]=1)(=[O:49])=[O:48]. (4) Given the reactants [OH:1][C:2]1[CH:3]=[C:4]([CH:9]=[CH:10][CH:11]=1)[C:5]([O:7][CH3:8])=[O:6].O[CH2:13][CH2:14][CH2:15][NH:16][C:17](=[O:26])[O:18][CH2:19][C:20]1[CH:25]=[CH:24][CH:23]=[CH:22][CH:21]=1.C1(P(C2C=CC=CC=2)C2C=CC=CC=2)C=CC=CC=1.N(C(OCC)=O)=NC(OCC)=O, predict the reaction product. The product is: [CH2:19]([O:18][C:17]([NH:16][CH2:15][CH2:14][CH2:13][O:1][C:2]1[CH:3]=[C:4]([CH:9]=[CH:10][CH:11]=1)[C:5]([O:7][CH3:8])=[O:6])=[O:26])[C:20]1[CH:25]=[CH:24][CH:23]=[CH:22][CH:21]=1. (5) Given the reactants [CH:1]1([N:6]2[C:10]3[N:11]=[C:12]([NH:15][C:16]4[CH:24]=[CH:23][C:19]([C:20]([OH:22])=O)=[CH:18][N:17]=4)[N:13]=[CH:14][C:9]=3[CH:8]=[C:7]2[C:25](=[O:29])[N:26]([CH3:28])[CH3:27])[CH2:5][CH2:4][CH2:3][CH2:2]1.[CH:30]12[N:37]([C:38](=[O:40])[CH3:39])[CH:34]([CH2:35][CH2:36]1)[CH2:33][NH:32][CH2:31]2, predict the reaction product. The product is: [C:38]([N:37]1[CH:34]2[CH2:35][CH2:36][CH:30]1[CH2:31][N:32]([C:20]([C:19]1[CH:23]=[CH:24][C:16]([NH:15][C:12]3[N:13]=[CH:14][C:9]4[CH:8]=[C:7]([C:25]([N:26]([CH3:27])[CH3:28])=[O:29])[N:6]([CH:1]5[CH2:5][CH2:4][CH2:3][CH2:2]5)[C:10]=4[N:11]=3)=[N:17][CH:18]=1)=[O:22])[CH2:33]2)(=[O:40])[CH3:39].